This data is from Full USPTO retrosynthesis dataset with 1.9M reactions from patents (1976-2016). The task is: Predict the reactants needed to synthesize the given product. Given the product [Cl:29][C:30]1[CH:31]=[CH:32][C:33]([C:34]([NH:36][C:37]2[N:41]([CH2:42][CH:43]3[CH2:47][CH2:46][CH2:45][N:44]3[C:4](=[O:6])[CH2:3][C:1]#[N:2])[C:40]3[CH:48]=[CH:49][CH:50]=[CH:51][C:39]=3[N:38]=2)=[O:35])=[CH:52][CH:53]=1, predict the reactants needed to synthesize it. The reactants are: [C:1]([CH2:3][C:4]([OH:6])=O)#[N:2].CCN=C=NCCCN(C)C.Cl.C1C=CC2N(O)N=NC=2C=1.[Cl:29][C:30]1[CH:53]=[CH:52][C:33]([C:34]([NH:36][C:37]2[N:41]([CH2:42][CH:43]3[CH2:47][CH2:46][CH2:45][NH:44]3)[C:40]3[CH:48]=[CH:49][CH:50]=[CH:51][C:39]=3[N:38]=2)=[O:35])=[CH:32][CH:31]=1.